Task: Predict the product of the given reaction.. Dataset: Forward reaction prediction with 1.9M reactions from USPTO patents (1976-2016) (1) Given the reactants Br[C:2]1[CH:3]=[N:4][C:5]2[N:6]([N:8]=[C:9]([CH:11]3[CH2:14][CH2:13][CH2:12]3)[CH:10]=2)[CH:7]=1.[C:15]1([C:21]#[CH:22])[CH:20]=[CH:19][CH:18]=[CH:17][CH:16]=1, predict the reaction product. The product is: [CH:11]1([C:9]2[CH:10]=[C:5]3[N:4]=[CH:3][C:2]([C:22]#[C:21][C:15]4[CH:20]=[CH:19][CH:18]=[CH:17][CH:16]=4)=[CH:7][N:6]3[N:8]=2)[CH2:14][CH2:13][CH2:12]1. (2) Given the reactants COC(=O)[C:4]([C:20]#[N:21])([CH:13]([CH:17]([CH3:19])[CH3:18])[CH2:14][CH2:15][CH3:16])[CH2:5][C:6]([O:8][C:9]([CH3:12])([CH3:11])[CH3:10])=[O:7].[Na+].[Cl-].O, predict the reaction product. The product is: [C:9]([O:8][C:6](=[O:7])[CH2:5][CH:4]([C:20]#[N:21])[CH:13]([CH:17]([CH3:18])[CH3:19])[CH2:14][CH2:15][CH3:16])([CH3:10])([CH3:12])[CH3:11].